Dataset: Experimentally validated miRNA-target interactions with 360,000+ pairs, plus equal number of negative samples. Task: Binary Classification. Given a miRNA mature sequence and a target amino acid sequence, predict their likelihood of interaction. (1) The miRNA is hsa-miR-2681-3p with sequence UAUCAUGGAGUUGGUAAAGCAC. The protein sequence of the target gene is MAKFMTPVIQDNPSGWGPCAVPEQFRDMPYQPFSKGDRLGKVADWTGATYQDKRYTNKYSSQFGGGSQYAYFHEEDESSFQLVDTARTQKTAYQRNRMRFAQRNLRRDKDRRNMLQFNLQILPKSAKQKERERIRLQKKFQKQFGVRQKWDQKSQKPRDSSVEVRSDWEVKEEMDFPQLMKMRYLEVSEPQDIECCGALEYYDKAFDRITTRSEKPLRSIKRIFHTVTTTDDPVIRKLAKTQGNVFATDAILATLMSCTRSVYSWDIVVQRVGSKLFFDKRDNSDFDLLTVSETANEPPQ.... Result: 0 (no interaction). (2) The miRNA is hsa-miR-5006-3p with sequence UUUCCCUUUCCAUCCUGGCAG. The protein sequence of the target gene is MTAGAGVLLLLLSLSGALRAHNEDLTTRETCKAGFSEDDYTALISQNILEGEKLLQVKFSSCVGTKGTQYETNSMDFKVGADGTVFATRELQVPSEQVAFTVTAWDSQTAEKWDAVVRLLVAQTSSPHSGHKPQKGKKVVALDPSPPPKDTLLPWPQHQNANGLRRRKRDWVIPPINVPENSRGPFPQQLVRIRSDKDNDIPIRYSITGVGADQPPMEVFSIDSMSGRMYVTRPMDREEHASYHLRAHAVDMNGNKVENPIDLYIYVIDMNDNRPEFINQVYNGSVDEGSKPGTYVMTVT.... Result: 1 (interaction). (3) The miRNA is mmu-miR-34b-5p with sequence AGGCAGUGUAAUUAGCUGAUUGU. The protein sequence of the target gene is MRPRSALPRLLLPLLLLPAAGPAQFHGEKGISIPDHGFCQPISIPLCTDIAYNQTIMPNLLGHTNQEDAGLEVHQFYPLVKVQCSPELRFFLCSMYAPVCTVLEQAIPPCRSICERARQGCEALMNKFGFQWPERLRCEHFPRHGAEQICVGQNHSEDGAPALLTTAPPPGLQPGAGGTPGGPGGGGAPPRYATLEHPFHCPRVLKVPSYLSYKFLGERDCAAPCEPARPDGSMFFSQEETRFARLWILTWSVLCCASTFFTVTTYLVDMQRFRYPERPIIFLSGCYTMVSVAYIAGFVL.... Result: 0 (no interaction). (4) The miRNA is mmu-miR-29b-3p with sequence UAGCACCAUUUGAAAUCAGUGUU. The protein sequence of the target gene is MVPSGVRTGRWVAAARAAQRRPRVDSLGQPPSPESASTRAALYVHWPYCEKRCSYCNFNKYIPRGVEEGTVRNCLVTEARTLLRLSGVQRVESVFFGGGTPSLASPHTVAAVLEAVAQEVYLPADSEVTLEANPTSAPGPRLAAFGAAGVNRLSIGLQSLDDAELQLLGRTHSASDALRTLAEARLLFPGRVSVDLMLGLPAQKVEPWLQQLQKLLYHCDDHLSLYQLTLERGTSLFAQVQQGTLPAPDPDLAAEMYQEGRTVLRDAGFRQYEVSNFARNGALSTHNWTYWQCGQYLGIG.... Result: 1 (interaction). (5) The miRNA is hsa-miR-6733-5p with sequence UGGGAAAGACAAACUCAGAGUU. The protein sequence of the target gene is MHAMESRVLLRTFCVILGLGAVWGLGVDPSLQIDVLTELELGESTDGVRQVPGLHNGTKAFLFQESPRSIKASTATAERFFQKLRNKHEFTILVTLKQIHLNSGVILSIHHLDHRYLELESSGHRNEIRLHYRSGTHRPHTEVFPYILADAKWHKLSLAFSASHLILHIDCNKIYERVVEMPSTDLPLGTTFWLGQRNNAHGYFKGIMQDVHVLVMPQGFIAQCPDLNRTCPTCNDFHGLVQKIMELQDILSKTSAKLSRAEQRMNRLDQCYCERTCTVKGTTYRESESWTDGCKNCTCL.... Result: 0 (no interaction). (6) The miRNA is mmu-miR-448-3p with sequence UUGCAUAUGUAGGAUGUCCCAU. The protein sequence of the target gene is MAFKDTGKTPVEPEVAIHRIRITLTSRNVKSLEKVCADLIRGAKEKNLKVKGPVRMPTKTLRITTRKTPCGEGSKTWDRFQMRIHKRLIDLHSPSEIVKQITSISIEPGVEVEVTIADA. Result: 0 (no interaction). (7) The miRNA is hsa-miR-1273h-3p with sequence CUGCAGACUCGACCUCCCAGGC. The protein sequence of the target gene is MDLAAIYKSLLSLSPELPSDLGETESSTSWASSGPWSLSSSDSSLPEVAARLPGRSTSLVEGRSCGWVPPPPGFAPLAPRPSSDWSPSPTSPTATPTTSSRYKTELCRTFSESGRCRYGAKCQFAHGLGELRQASRHPKYKTELCHKFYLQGRCPYGSRCHFIHNPSEDLAAPGHPHVLRQSISFSGLPSGRRTSPPPASLAGPSVSSWSFSPSSSPPPPPGDLLLSPSAFSAAPGHLCRRDPTPACCPSCRRATPNSVWGPVGGLARSPSAHSLGSDPDEYASSGTSLGGSDSPVFEAG.... Result: 0 (no interaction). (8) The miRNA is hsa-miR-4492 with sequence GGGGCUGGGCGCGCGCC. The protein sequence of the target gene is MVLMQDKGSSQQWPGLGGEGGGTGPLSMLRAALLLISLPWGAQGTASTSLSTAGGHTVPPTGGRYLSIGDGSVMEFEFPEDSEGIIVISSQYPGQANRTAPGPMLRVTSLDTEVLTIKNVSAITWGGGGGFVVSIHSGLAGLAPLHIQLVDAHEAPPTLIEERRDFCIKVSPAEDTPATLSADLAHFSENPILYLLLPLIFVNKCSFGCKVELEVLKGLMQSPQPMLLGLLGQFLVMPLYAFLMAKVFMLPKALALGLIITCSSPGGGGSYLFSLLLGGDVTLAISMTFLSTVAATGFLP.... Result: 1 (interaction).